This data is from Full USPTO retrosynthesis dataset with 1.9M reactions from patents (1976-2016). The task is: Predict the reactants needed to synthesize the given product. (1) Given the product [C:21]([C:23]1[CH:28]=[CH:27][CH:26]=[CH:25][C:24]=1[S:29]([NH:1][C@@H:2]1[CH2:6][CH2:5][N:4]([C:7]#[N:16])[CH2:3]1)(=[O:31])=[O:30])#[N:22], predict the reactants needed to synthesize it. The reactants are: [NH2:1][C@@H:2]1[CH2:6][CH2:5][N:4]([C:7](OC(C)(C)C)=O)[CH2:3]1.C([N:16](CC)CC)C.[C:21]([C:23]1[CH:28]=[CH:27][CH:26]=[CH:25][C:24]=1[S:29](Cl)(=[O:31])=[O:30])#[N:22].CCN(C(C)C)C(C)C.BrC#N. (2) Given the product [F:1][C:2]1[CH:7]=[C:6]([C:11]2[CH:12]=[CH:13][CH:14]=[CH:15][N:10]=2)[CH:5]=[C:4]([C:15]2[CH:14]=[CH:13][CH:12]=[CH:11][N:10]=2)[CH:3]=1, predict the reactants needed to synthesize it. The reactants are: [F:1][C:2]1[CH:7]=[C:6](Br)[CH:5]=[C:4](Br)[CH:3]=1.[N:10]1[CH:15]=[CH:14][CH:13]=[CH:12][C:11]=1[Sn](CCCC)(CCCC)CCCC.[Cl-].[Li+]. (3) Given the product [C:48]([O:47][C:40]12[CH2:44][C:36]3([O:64][C:65](=[O:68])[CH:66]=[CH2:67])[CH2:37][C:38]([O:57][C:58](=[O:61])[CH:59]=[CH2:60])([CH2:54][C:34]([O:33][C:29](=[O:32])[CH:30]=[CH2:31])([CH2:35]3)[CH:41]1[F:42])[CH2:39]2)(=[O:51])[CH:49]=[CH2:50], predict the reactants needed to synthesize it. The reactants are: FC1C2(O)CC3CC(O)(CC1(O)C3)C2.OC12CC3(O)CC(O)(CC(O)(C3)C1)C2.[C:29]([O:33][C:34]12[C:54](F)(F)[C:38]3([O:57][C:58](=[O:61])[CH:59]=[CH2:60])[C:39](F)(F)[C:40]([O:47][C:48](=[O:51])[CH:49]=[CH2:50])([C:44](F)(F)[C:36]([O:64][C:65](=[O:68])[CH:66]=[CH2:67])([C:37]3(F)F)[C:35]1(F)F)[C:41]2(F)[F:42])(=[O:32])[CH:30]=[CH2:31]. (4) Given the product [CH3:24][O:25][C:26]1[CH:27]=[C:28]([N:32]2[CH2:36][CH2:35][CH:34]([C:37]3[CH:42]=[CH:41][CH:40]=[CH:39][C:38]=3[NH2:43])[CH2:33]2)[CH:29]=[CH:30][CH:31]=1, predict the reactants needed to synthesize it. The reactants are: [N+](C1C=CC=CC=1C1CCNC1)([O-])=O.BrC1C=C(OC)C=CC=1.[CH3:24][O:25][C:26]1[CH:27]=[C:28]([N:32]2[CH2:36][CH2:35][CH:34]([C:37]3[CH:42]=[CH:41][CH:40]=[CH:39][C:38]=3[N+:43]([O-])=O)[CH2:33]2)[CH:29]=[CH:30][CH:31]=1. (5) Given the product [C:11]1([C:3]2[CH:4]=[C:5]([O:9][CH3:10])[CH:6]=[CH:7][CH:8]=2)[CH:16]=[CH:15][CH:14]=[CH:13][CH:12]=1, predict the reactants needed to synthesize it. The reactants are: O.Cl[C:3]1[CH:4]=[C:5]([O:9][CH3:10])[CH:6]=[CH:7][CH:8]=1.[C:11]1(B(O)O)[CH:16]=[CH:15][CH:14]=[CH:13][CH:12]=1.[F-].[Cs+]. (6) Given the product [Br:1][C:2]1[C:9]([O:10][CH2:14][CH2:13][CH2:12][Br:11])=[CH:8][CH:7]=[CH:6][C:3]=1[CH:4]=[O:5], predict the reactants needed to synthesize it. The reactants are: [Br:1][C:2]1[C:9]([OH:10])=[CH:8][CH:7]=[CH:6][C:3]=1[CH:4]=[O:5].[Br:11][CH2:12][CH2:13][CH2:14]Br.C([O-])([O-])=O.[Cs+].[Cs+].CN(C=O)C. (7) Given the product [CH3:1][N:2]([CH2:4][C:5]1[CH:6]=[CH:7][C:8]([O:42][CH2:43][CH3:44])=[C:9]([NH:11][C:12]([C@H:14]([NH:26][C:27]([N:29]2[CH2:30][CH2:31][NH:32][CH2:33][CH2:34]2)=[O:28])[C@H:15]([C:17]2[C:25]3[C:20](=[CH:21][CH:22]=[CH:23][CH:24]=3)[NH:19][CH:18]=2)[CH3:16])=[O:13])[CH:10]=1)[CH3:3], predict the reactants needed to synthesize it. The reactants are: [CH3:1][N:2]([CH2:4][C:5]1[CH:6]=[CH:7][C:8]([O:42][CH2:43][CH3:44])=[C:9]([NH:11][C:12]([C@H:14]([NH:26][C:27]([N:29]2[CH2:34][CH2:33][N:32](C(OC(C)(C)C)=O)[CH2:31][CH2:30]2)=[O:28])[C@H:15]([C:17]2[C:25]3[C:20](=[CH:21][CH:22]=[CH:23][CH:24]=3)[NH:19][CH:18]=2)[CH3:16])=[O:13])[CH:10]=1)[CH3:3].FC(F)(F)C(O)=O.